From a dataset of Catalyst prediction with 721,799 reactions and 888 catalyst types from USPTO. Predict which catalyst facilitates the given reaction. (1) Reactant: [CH3:1][N:2]1[CH:6]=[C:5]([C:7]2[C:12]3[C:13](=[O:16])[NH:14][CH2:15][C:11]=3[CH:10]=[C:9]([NH:17][C@@H:18]3[CH2:23][CH2:22][CH2:21][CH2:20][C@@H:19]3[NH:24][C:25](=[O:31])[O:26][C:27]([CH3:30])([CH3:29])[CH3:28])[N:8]=2)[CH:4]=[N:3]1.[B-](F)(F)(F)[F:33].[B-](F)(F)(F)F.C1[N+]2(CCl)CC[N+](F)(CC2)C1.CO.O. Product: [F:33][C:10]1[C:11]2[CH2:15][NH:14][C:13](=[O:16])[C:12]=2[C:7]([C:5]2[CH:4]=[N:3][N:2]([CH3:1])[CH:6]=2)=[N:8][C:9]=1[NH:17][C@@H:18]1[CH2:23][CH2:22][CH2:21][CH2:20][C@@H:19]1[NH:24][C:25](=[O:31])[O:26][C:27]([CH3:28])([CH3:30])[CH3:29]. The catalyst class is: 2. (2) Reactant: [CH3:1][C:2]1[N:3]=[CH:4][C:5]2[C:10]([CH:11]=1)=[CH:9][CH:8]=[CH:7][CH:6]=2.OS(O)(=O)=O.[N+:17]([O-])([OH:19])=[O:18].[OH-].[Na+]. Product: [CH3:1][C:2]1[N:3]=[CH:4][C:5]2[C:10]([CH:11]=1)=[C:9]([N+:17]([O-:19])=[O:18])[CH:8]=[CH:7][CH:6]=2. The catalyst class is: 5. (3) Reactant: [CH2:1]1[C:9]2[C:4](=[CH:5][CH:6]=[CH:7][CH:8]=2)[CH2:3][N:2]1[C:10]([NH:12][C:13]1[CH:22]=[CH:21][C:16]([C:17]([O:19]C)=[O:18])=[CH:15][CH:14]=1)=[O:11].CO.[OH-].[Li+]. Product: [CH2:1]1[C:9]2[C:4](=[CH:5][CH:6]=[CH:7][CH:8]=2)[CH2:3][N:2]1[C:10]([NH:12][C:13]1[CH:14]=[CH:15][C:16]([C:17]([OH:19])=[O:18])=[CH:21][CH:22]=1)=[O:11]. The catalyst class is: 7. (4) Reactant: [CH:1]([N:4]1[CH2:9][CH2:8][N:7]([C:10]([C:12]2[O:13][C:14]([CH2:17][N:18]3[CH2:23][CH2:22][CH2:21][CH2:20][CH2:19]3)=[CH:15][CH:16]=2)=O)[CH2:6][CH2:5]1)([CH3:3])[CH3:2].COC1C=CC(P2(SP(C3C=CC(OC)=CC=3)(=S)S2)=[S:33])=CC=1. Product: [CH:1]([N:4]1[CH2:9][CH2:8][N:7]([C:10]([C:12]2[O:13][C:14]([CH2:17][N:18]3[CH2:23][CH2:22][CH2:21][CH2:20][CH2:19]3)=[CH:15][CH:16]=2)=[S:33])[CH2:6][CH2:5]1)([CH3:3])[CH3:2]. The catalyst class is: 1. (5) Reactant: [NH2:1][C:2]1[CH:3]=[C:4]([C:8]#[C:9][C:10]2[CH:11]=[N:12][C:13]([NH:16][CH2:17][CH2:18][CH2:19][N:20]3[CH2:25][CH2:24][O:23][CH2:22][CH2:21]3)=[N:14][CH:15]=2)[CH:5]=[CH:6][CH:7]=1.[N:26]1([C:32]2[CH:33]=[C:34]([CH:38]=[CH:39][CH:40]=2)[C:35](O)=[O:36])[CH2:31][CH2:30][O:29][CH2:28][CH2:27]1.CN(C(ON1N=NC2C=CC=CC1=2)=[N+](C)C)C.F[P-](F)(F)(F)(F)F.CCN(C(C)C)C(C)C. Product: [N:26]1([C:32]2[CH:33]=[C:34]([CH:38]=[CH:39][CH:40]=2)[C:35]([NH:1][C:2]2[CH:7]=[CH:6][CH:5]=[C:4]([C:8]#[C:9][C:10]3[CH:11]=[N:12][C:13]([NH:16][CH2:17][CH2:18][CH2:19][N:20]4[CH2:21][CH2:22][O:23][CH2:24][CH2:25]4)=[N:14][CH:15]=3)[CH:3]=2)=[O:36])[CH2:31][CH2:30][O:29][CH2:28][CH2:27]1. The catalyst class is: 18. (6) Reactant: [NH2:1][C:2]1[N:3]=[C:4]([C:8]([O:10][CH2:11][CH3:12])=[O:9])[N:5]([CH3:7])[CH:6]=1.[F:13][C:14]([F:26])([F:25])[O:15][C:16]1[CH:21]=[CH:20][C:19]([N:22]=[C:23]=[O:24])=[CH:18][CH:17]=1. Product: [CH3:7][N:5]1[CH:6]=[C:2]([NH:1][C:23]([NH:22][C:19]2[CH:20]=[CH:21][C:16]([O:15][C:14]([F:13])([F:25])[F:26])=[CH:17][CH:18]=2)=[O:24])[N:3]=[C:4]1[C:8]([O:10][CH2:11][CH3:12])=[O:9]. The catalyst class is: 1.